From a dataset of Reaction yield outcomes from USPTO patents with 853,638 reactions. Predict the reaction yield, written as a fraction of the theoretical maximum amount of product (1.0 means a 100% yield; for example, 0.34 means a 34% yield). (1) The reactants are [CH3:1]OS(OC)(=O)=O.[CH3:8][O:9][C:10]1[C:15]([C:16]([OH:18])=[O:17])=[CH:14][N:13]=[C:12]([O:19][CH3:20])[CH:11]=1.C([O-])([O-])=O.[K+].[K+]. The catalyst is CN(C=O)C.O. The product is [CH3:8][O:9][C:10]1[C:15]([C:16]([O:18][CH3:1])=[O:17])=[CH:14][N:13]=[C:12]([O:19][CH3:20])[CH:11]=1. The yield is 0.860. (2) The reactants are [OH:1][CH:2]([C:6]1[CH:11]=[CH:10][C:9]([C:12]2[N:16]=[C:15]([C:17]3[O:21][N:20]=[C:19]([C:22]4[CH:27]=[CH:26][CH:25]=[CH:24][CH:23]=4)[C:18]=3[C:28]([F:31])([F:30])[F:29])[O:14][N:13]=2)=[CH:8][CH:7]=1)[C:3]([OH:5])=O.CN1CCOCC1.[NH2:39][CH2:40][CH2:41][C:42]([CH3:45])([OH:44])[CH3:43].F[P-](F)(F)(F)(F)F.N1(O[P+](N(C)C)(N(C)C)N(C)C)C2C=CC=CC=2N=N1. The catalyst is CN(C=O)C. The product is [OH:1][CH:2]([C:6]1[CH:11]=[CH:10][C:9]([C:12]2[N:16]=[C:15]([C:17]3[O:21][N:20]=[C:19]([C:22]4[CH:23]=[CH:24][CH:25]=[CH:26][CH:27]=4)[C:18]=3[C:28]([F:31])([F:30])[F:29])[O:14][N:13]=2)=[CH:8][CH:7]=1)[C:3]([NH:39][CH2:40][CH2:41][C:42]([OH:44])([CH3:45])[CH3:43])=[O:5]. The yield is 0.269.